This data is from Reaction yield outcomes from USPTO patents with 853,638 reactions. The task is: Predict the reaction yield, written as a fraction of the theoretical maximum amount of product (1.0 means a 100% yield; for example, 0.34 means a 34% yield). (1) The reactants are [NH2:1][C:2]1[CH:7]=[CH:6][CH:5]=[C:4]([NH2:8])[N:3]=1.[C:9](Cl)(=[O:11])[CH3:10]. The catalyst is O1CCOCC1. The product is [NH2:8][C:4]1[N:3]=[C:2]([NH:1][C:9](=[O:11])[CH3:10])[CH:7]=[CH:6][CH:5]=1. The yield is 0.760. (2) The product is [CH3:47][C:37]1[CH:42]=[CH:41][C:40]([S:43]([O:36][CH2:35][CH2:34]/[CH:33]=[CH:32]/[C:5]2[C:6]3[S:10][CH:9]=[C:8]([C:11]4[CH:16]=[CH:15][C:14]([NH:17][C:18]([C:20]5[N:21]([CH3:29])[C:22]6[C:27]([CH:28]=5)=[CH:26][CH:25]=[CH:24][CH:23]=6)=[O:19])=[C:13]([O:30][CH3:31])[CH:12]=4)[C:7]=3[C:2]([NH2:1])=[N:3][CH:4]=2)(=[O:45])=[O:44])=[CH:39][CH:38]=1. The catalyst is ClCCl. The yield is 0.290. The reactants are [NH2:1][C:2]1[C:7]2[C:8]([C:11]3[CH:16]=[CH:15][C:14]([NH:17][C:18]([C:20]4[N:21]([CH3:29])[C:22]5[C:27]([CH:28]=4)=[CH:26][CH:25]=[CH:24][CH:23]=5)=[O:19])=[C:13]([O:30][CH3:31])[CH:12]=3)=[CH:9][S:10][C:6]=2[C:5](/[CH:32]=[CH:33]/[CH2:34][CH2:35][OH:36])=[CH:4][N:3]=1.[C:37]1([CH3:47])[CH:42]=[CH:41][C:40]([S:43](Cl)(=[O:45])=[O:44])=[CH:39][CH:38]=1.C(N(CC)CC)C.CC1C=CN=C(N)C=1C. (3) The reactants are Cl[C:2]1[N:3]=[N+:4]([O-:13])[C:5]2[CH:11]=[CH:10][C:9]([CH3:12])=[CH:8][C:6]=2[N:7]=1.CO[CH2:16][CH2:17][O:18][CH3:19]. No catalyst specified. The product is [CH3:12][C:9]1[CH:10]=[CH:11][C:5]2[N+:4]([O-:13])=[N:3][C:2]([NH:4][CH2:5][CH2:6][N:7]3[CH2:2][CH2:19][O:18][CH2:17][CH2:16]3)=[N:7][C:6]=2[CH:8]=1. The yield is 0.870. (4) The reactants are [C:1]([NH2:4])(=[O:3])[CH3:2].[C:5]([OH:9])(=[O:8])[CH:6]=[O:7]. The product is [C:1]([NH:4][CH:6]([OH:7])[C:5]([OH:9])=[O:8])(=[O:3])[CH3:2]. The yield is 1.00. The catalyst is CC(C)=O. (5) The reactants are [Cl:1][C:2]1[CH:3]=[CH:4][C:5]([N+:26]([O-])=O)=[C:6]([CH:25]=1)[C:7]([NH:9][C:10]1[CH:14]=[CH:13][N:12]([C:15]2[CH:20]=[CH:19][CH:18]=[C:17]([C:21]([F:24])([F:23])[F:22])[CH:16]=2)[N:11]=1)=[O:8]. The catalyst is C(O)(=O)C.[Zn]. The product is [NH2:26][C:5]1[CH:4]=[CH:3][C:2]([Cl:1])=[CH:25][C:6]=1[C:7]([NH:9][C:10]1[CH:14]=[CH:13][N:12]([C:15]2[CH:20]=[CH:19][CH:18]=[C:17]([C:21]([F:23])([F:24])[F:22])[CH:16]=2)[N:11]=1)=[O:8]. The yield is 0.810.